This data is from Forward reaction prediction with 1.9M reactions from USPTO patents (1976-2016). The task is: Predict the product of the given reaction. (1) Given the reactants [S:1]1[CH:5]=[CH:4][CH:3]=[C:2]1[CH2:6][CH2:7][NH2:8].[Cl:9][C:10]1[CH:11]=[C:12]([CH:16]=[C:17]([Cl:19])[CH:18]=1)[C:13](Cl)=[O:14].C(N(CC)CC)C, predict the reaction product. The product is: [Cl:9][C:10]1[CH:11]=[C:12]([CH:16]=[C:17]([Cl:19])[CH:18]=1)[C:13]([NH:8][CH2:7][CH2:6][C:2]1[S:1][CH:5]=[CH:4][CH:3]=1)=[O:14]. (2) Given the reactants [NH2:1][C:2]1[CH:31]=[C:30]([N:32]2[CH2:37][CH2:36][N:35]([CH3:38])[CH2:34][CH2:33]2)[CH:29]=[CH:28][C:3]=1[C:4]([NH:6][C:7]1[C:8]2[CH2:14][N:13]([S:15]([C:18]3[CH:23]=[C:22]([F:24])[CH:21]=[C:20]([F:25])[CH:19]=3)(=[O:17])=[O:16])[C:12]([CH3:27])([CH3:26])[C:9]=2[NH:10][N:11]=1)=[O:5].C(N(CC)C(C)C)(C)C.C1C2C(COC([NH:65][C@@H:66]([CH3:70])[C:67](Cl)=[O:68])=O)C3C(=CC=CC=3)C=2C=CC=1, predict the reaction product. The product is: [NH2:65][C@@H:66]([CH3:70])[C:67]([NH:1][C:2]1[CH:31]=[C:30]([N:32]2[CH2:33][CH2:34][N:35]([CH3:38])[CH2:36][CH2:37]2)[CH:29]=[CH:28][C:3]=1[C:4]([NH:6][C:7]1[C:8]2[CH2:14][N:13]([S:15]([C:18]3[CH:23]=[C:22]([F:24])[CH:21]=[C:20]([F:25])[CH:19]=3)(=[O:17])=[O:16])[C:12]([CH3:27])([CH3:26])[C:9]=2[NH:10][N:11]=1)=[O:5])=[O:68]. (3) The product is: [CH:11]([C@H:13]1[CH2:17][CH2:16][CH2:15][C@@H:14]1[NH:18][C:19](=[O:25])[O:20][C:21]([CH3:24])([CH3:23])[CH3:22])=[CH2:1]. Given the reactants [CH3:1][Si]([N-][Si](C)(C)C)(C)C.[K+].[CH:11]([C@H:13]1[CH2:17][CH2:16][CH2:15][C@@H:14]1[NH:18][C:19](=[O:25])[O:20][C:21]([CH3:24])([CH3:23])[CH3:22])=O, predict the reaction product.